From a dataset of Full USPTO retrosynthesis dataset with 1.9M reactions from patents (1976-2016). Predict the reactants needed to synthesize the given product. (1) Given the product [C:12]([C:14]1[C:19]([F:20])=[CH:18][C:17]([C:21]2[CH:26]=[N:2][N:1]([C:3]3[CH:11]=[CH:10][C:6]([C:7]([OH:9])=[O:8])=[CH:5][N:4]=3)[C:22]=2[OH:23])=[C:16]([CH3:30])[CH:15]=1)#[N:13], predict the reactants needed to synthesize it. The reactants are: [NH:1]([C:3]1[CH:11]=[CH:10][C:6]([C:7]([OH:9])=[O:8])=[CH:5][N:4]=1)[NH2:2].[C:12]([C:14]1[C:19]([F:20])=[CH:18][C:17]([C:21](=[CH:26]N(C)C)[C:22](OC)=[O:23])=[C:16]([CH3:30])[CH:15]=1)#[N:13].Cl.C(N(C(C)C)C(C)C)C. (2) The reactants are: Cl[C:2]1[CH:3]=[C:4]([C:9]2[N:13]3[C:14]4[N:22]=[C:21]([O:23][CH3:24])[CH:20]=[CH:19][C:15]=4[N:16]=[C:17]([CH3:18])[C:12]3=[C:11]([CH3:25])[N:10]=2)[CH:5]=[C:6](Cl)[CH:7]=1.[F:26][C:27]([F:38])([F:37])C1C=CC(B(O)O)=CC=1.C([O-])([O-])=O.[K+].[K+]. Given the product [CH3:24][O:23][C:21]1[CH:20]=[CH:19][C:15]2[N:16]=[C:17]([CH3:18])[C:12]3[N:13]([C:9]([C:4]4[CH:5]=[CH:6][C:7]([C:27]([F:38])([F:37])[F:26])=[CH:2][CH:3]=4)=[N:10][C:11]=3[CH3:25])[C:14]=2[N:22]=1, predict the reactants needed to synthesize it. (3) Given the product [Cl:1][C:2]1[CH:7]=[C:6]([C:14]2[CH:13]=[N:12][N:11]([CH3:10])[CH:15]=2)[CH:5]=[C:4]([Cl:9])[N:3]=1, predict the reactants needed to synthesize it. The reactants are: [Cl:1][C:2]1[CH:7]=[C:6](I)[CH:5]=[C:4]([Cl:9])[N:3]=1.[CH3:10][N:11]1[CH:15]=[C:14](B2OC(C)(C)C(C)(C)O2)[CH:13]=[N:12]1.C(=O)([O-])[O-].[K+].[K+].O1CCOCC1. (4) Given the product [CH:1]1([N:6]2[C:11](=[O:12])[C:10]([C:13]3[CH:18]=[CH:17][CH:16]=[CH:15][N:14]=3)=[CH:9][C:8]([C:19]([OH:21])=[O:20])=[CH:7]2)[CH2:5][CH2:4][CH2:3][CH2:2]1, predict the reactants needed to synthesize it. The reactants are: [CH:1]1([N:6]2[C:11](=[O:12])[C:10]([C:13]3[CH:18]=[CH:17][CH:16]=[CH:15][N:14]=3)=[CH:9][C:8]([C:19]([O:21]C)=[O:20])=[CH:7]2)[CH2:5][CH2:4][CH2:3][CH2:2]1.[OH-].[Li+].CO.OS(O)(=O)=O. (5) Given the product [F:14][C:9]1[CH:8]=[C:7]([C:5]2[CH:4]=[CH:15][C:18]([C:19]([O:21][CH2:22][CH3:23])=[O:20])=[C:17]([CH3:24])[N:16]=2)[CH:12]=[CH:11][C:10]=1[F:13], predict the reactants needed to synthesize it. The reactants are: CN([CH:4]([CH3:15])[C:5]([C:7]1[CH:12]=[CH:11][C:10]([F:13])=[C:9]([F:14])[CH:8]=1)=O)C.[NH2:16]/[C:17](/[CH3:24])=[CH:18]\[C:19]([O:21][CH2:22][CH3:23])=[O:20]. (6) Given the product [CH3:13][NH:12][CH2:7][C:6]1[CH:11]=[CH:10][C:2]([N:3]2[N:4]=[C:5]3[CH2:14][CH2:13][NH:12][C:7]4[C:6]3=[C:11]([CH:10]=[CH:9][CH:8]=4)[C:33]2=[O:34])=[CH:14][CH:5]=1, predict the reactants needed to synthesize it. The reactants are: O=[C:2]1[C:11]2[CH:10]=[CH:9][CH:8]=[C:7]3[NH:12][CH:13](C4C=CC(C=O)=CC=4)[CH:14](C4C=CC(C=O)=CC=4)[C:5]([C:6]=23)=[N:4][NH:3]1.[BH4-].[Na+].[CH3:33][OH:34]. (7) Given the product [CH3:1][O:2][C:3](=[O:16])[CH2:4][C:5]1[CH:10]=[CH:9][C:8]([O:11][CH3:12])=[CH:7][C:6]=1[NH:13][C:17](=[O:19])[CH3:18], predict the reactants needed to synthesize it. The reactants are: [CH3:1][O:2][C:3](=[O:16])[CH2:4][C:5]1[CH:10]=[CH:9][C:8]([O:11][CH3:12])=[CH:7][C:6]=1[N+:13]([O-])=O.[C:17](OC(=O)C)(=[O:19])[CH3:18]. (8) Given the product [CH:15]1([C:13]([NH:12][C:7]2[N:8]=[CH:9][C:10]3[C:5]([CH:6]=2)=[CH:4][CH:3]=[C:2]([O:1][C:19]([CH3:26])([CH3:25])[C:20]([O:22][CH2:23][CH3:24])=[O:21])[CH:11]=3)=[O:14])[CH2:16][CH2:17]1, predict the reactants needed to synthesize it. The reactants are: [OH:1][C:2]1[CH:11]=[C:10]2[C:5]([CH:6]=[C:7]([NH:12][C:13]([CH:15]3[CH2:17][CH2:16]3)=[O:14])[N:8]=[CH:9]2)=[CH:4][CH:3]=1.Br[C:19]([CH3:26])([CH3:25])[C:20]([O:22][CH2:23][CH3:24])=[O:21].C(=O)([O-])[O-].[Cs+].[Cs+].O1CCOCC1. (9) Given the product [Cl:57][C:50]1[CH:49]=[CH:48][C:47]([NH:46][C:11](=[O:13])[CH2:10][O:9][C:8]2[CH:14]=[CH:15][CH:16]=[C:6]([N:1]3[CH:5]=[N:4][N:3]=[N:2]3)[CH:7]=2)=[CH:52][C:51]=1[C:53]([F:54])([F:55])[F:56], predict the reactants needed to synthesize it. The reactants are: [N:1]1([C:6]2[CH:7]=[C:8]([CH:14]=[CH:15][CH:16]=2)[O:9][CH2:10][C:11]([OH:13])=O)[CH:5]=[N:4][N:3]=[N:2]1.Cl.C(N=C=NCCCN(C)C)C.ON1C2C=CC=CC=2N=N1.CN1CCOCC1.[NH2:46][C:47]1[CH:48]=[CH:49][C:50]([Cl:57])=[C:51]([C:53]([F:56])([F:55])[F:54])[CH:52]=1. (10) Given the product [Br:1][C:2]1[CH:3]=[C:4]([Cl:11])[C:5]([OH:10])=[C:6]([CH:9]=1)[C:7]#[N:13], predict the reactants needed to synthesize it. The reactants are: [Br:1][C:2]1[CH:3]=[C:4]([Cl:11])[C:5]([OH:10])=[C:6]([CH:9]=1)[CH:7]=O.Cl.[NH2:13]O.C(O[Na])=O.O.